From a dataset of Full USPTO retrosynthesis dataset with 1.9M reactions from patents (1976-2016). Predict the reactants needed to synthesize the given product. (1) Given the product [C:1]([O:5][C:6]([N:8]1[CH2:15][C:14]2=[C:13]3[N:12]([N:11]=[C:10]2[CH2:9]1)[CH:22]=[C:21]([CH3:29])[CH:20]=[N:16]3)=[O:7])([CH3:4])([CH3:2])[CH3:3], predict the reactants needed to synthesize it. The reactants are: [C:1]([O:5][C:6]([N:8]1[CH2:15][C:14]2[C:10](=[N:11][NH:12][C:13]=2[NH2:16])[CH2:9]1)=[O:7])([CH3:4])([CH3:3])[CH3:2].C(O[CH:20](OCC)[CH:21]([CH3:29])[CH:22](OCC)OCC)C. (2) The reactants are: [OH:1][C@@H:2](/[CH:13]=[CH:14]/[CH2:15][CH2:16][CH2:17][CH2:18][CH2:19][CH2:20][CH2:21][CH2:22][CH2:23][CH2:24][CH2:25][CH2:26][CH3:27])[C@@H:3]([NH:5][C:6](=[O:12])[O:7][C:8]([CH3:11])([CH3:10])[CH3:9])[CH3:4].ClC1C=C(C=CC=1)C(OO)=[O:33]. Given the product [OH:1][C@@H:2]([C@H:13]1[C@H:14]([CH2:15][CH2:16][CH2:17][CH2:18][CH2:19][CH2:20][CH2:21][CH2:22][CH2:23][CH2:24][CH2:25][CH2:26][CH3:27])[O:33]1)[C@@H:3]([NH:5][C:6](=[O:12])[O:7][C:8]([CH3:9])([CH3:10])[CH3:11])[CH3:4], predict the reactants needed to synthesize it. (3) The reactants are: Br[C:2]1[CH:3]=[C:4]([O:16][CH3:17])[C:5]2[N:6]([N:8]=[CH:9][C:10]=2[C:11]#[C:12][CH:13]2[CH2:15][CH2:14]2)[CH:7]=1.[CH3:18][N:19]1[CH:23]=[C:22](B2OC(C)(C)C(C)(C)O2)[CH:21]=[N:20]1.C(=O)([O-])[O-].[Na+].[Na+].O. Given the product [CH:13]1([C:12]#[C:11][C:10]2[CH:9]=[N:8][N:6]3[CH:7]=[C:2]([C:22]4[CH:21]=[N:20][N:19]([CH3:18])[CH:23]=4)[CH:3]=[C:4]([O:16][CH3:17])[C:5]=23)[CH2:15][CH2:14]1, predict the reactants needed to synthesize it.